From a dataset of NCI-60 drug combinations with 297,098 pairs across 59 cell lines. Regression. Given two drug SMILES strings and cell line genomic features, predict the synergy score measuring deviation from expected non-interaction effect. (1) Drug 1: CC12CCC3C(C1CCC2O)C(CC4=C3C=CC(=C4)O)CCCCCCCCCS(=O)CCCC(C(F)(F)F)(F)F. Drug 2: C1CC(=O)NC(=O)C1N2C(=O)C3=CC=CC=C3C2=O. Cell line: UACC62. Synergy scores: CSS=-0.556, Synergy_ZIP=-0.498, Synergy_Bliss=-2.27, Synergy_Loewe=-1.05, Synergy_HSA=-3.00. (2) Drug 1: C1=CC(=CC=C1CCC2=CNC3=C2C(=O)NC(=N3)N)C(=O)NC(CCC(=O)O)C(=O)O. Drug 2: CC(CN1CC(=O)NC(=O)C1)N2CC(=O)NC(=O)C2. Cell line: EKVX. Synergy scores: CSS=14.8, Synergy_ZIP=-1.25, Synergy_Bliss=-0.0784, Synergy_Loewe=-0.387, Synergy_HSA=-0.821. (3) Drug 1: C1=NC2=C(N=C(N=C2N1C3C(C(C(O3)CO)O)O)F)N. Drug 2: C(CCl)NC(=O)N(CCCl)N=O. Cell line: HCT116. Synergy scores: CSS=35.5, Synergy_ZIP=-3.06, Synergy_Bliss=-6.94, Synergy_Loewe=-6.37, Synergy_HSA=-2.51. (4) Drug 1: CCCS(=O)(=O)NC1=C(C(=C(C=C1)F)C(=O)C2=CNC3=C2C=C(C=N3)C4=CC=C(C=C4)Cl)F. Drug 2: CCN(CC)CCNC(=O)C1=C(NC(=C1C)C=C2C3=C(C=CC(=C3)F)NC2=O)C. Cell line: SK-MEL-28. Synergy scores: CSS=40.9, Synergy_ZIP=8.22, Synergy_Bliss=8.27, Synergy_Loewe=-2.71, Synergy_HSA=4.14. (5) Drug 1: CC1OCC2C(O1)C(C(C(O2)OC3C4COC(=O)C4C(C5=CC6=C(C=C35)OCO6)C7=CC(=C(C(=C7)OC)O)OC)O)O. Drug 2: CC12CCC3C(C1CCC2OP(=O)(O)O)CCC4=C3C=CC(=C4)OC(=O)N(CCCl)CCCl.[Na+]. Cell line: SW-620. Synergy scores: CSS=35.0, Synergy_ZIP=0.474, Synergy_Bliss=-0.0517, Synergy_Loewe=-12.6, Synergy_HSA=-0.0174. (6) Drug 1: C1CC(C1)(C(=O)O)C(=O)O.[NH2-].[NH2-].[Pt+2]. Drug 2: CC=C1C(=O)NC(C(=O)OC2CC(=O)NC(C(=O)NC(CSSCCC=C2)C(=O)N1)C(C)C)C(C)C. Cell line: MCF7. Synergy scores: CSS=18.8, Synergy_ZIP=-1.18, Synergy_Bliss=1.43, Synergy_Loewe=-8.07, Synergy_HSA=2.50. (7) Drug 1: CC1OCC2C(O1)C(C(C(O2)OC3C4COC(=O)C4C(C5=CC6=C(C=C35)OCO6)C7=CC(=C(C(=C7)OC)O)OC)O)O. Drug 2: C1=C(C(=O)NC(=O)N1)N(CCCl)CCCl. Cell line: HCT116. Synergy scores: CSS=58.6, Synergy_ZIP=-0.775, Synergy_Bliss=-1.84, Synergy_Loewe=-6.27, Synergy_HSA=2.42. (8) Drug 1: CC1=C(C=C(C=C1)NC(=O)C2=CC=C(C=C2)CN3CCN(CC3)C)NC4=NC=CC(=N4)C5=CN=CC=C5. Drug 2: C1=NC2=C(N=C(N=C2N1C3C(C(C(O3)CO)O)F)Cl)N. Cell line: HCT116. Synergy scores: CSS=13.5, Synergy_ZIP=7.99, Synergy_Bliss=6.91, Synergy_Loewe=-66.0, Synergy_HSA=-10.3.